Dataset: Full USPTO retrosynthesis dataset with 1.9M reactions from patents (1976-2016). Task: Predict the reactants needed to synthesize the given product. (1) The reactants are: [H-].[Al+3].[Li+].[H-].[H-].[H-].[NH2:7][C:8]1[CH:9]=[C:10]([CH:16]=[C:17]([N:19]2[CH2:24][CH2:23][O:22][CH2:21][CH2:20]2)[CH:18]=1)[C:11](OCC)=[O:12].[OH-].[Na+].S([O-])([O-])(=O)=O.[Mg+2]. Given the product [NH2:7][C:8]1[CH:9]=[C:10]([CH2:11][OH:12])[CH:16]=[C:17]([N:19]2[CH2:24][CH2:23][O:22][CH2:21][CH2:20]2)[CH:18]=1, predict the reactants needed to synthesize it. (2) Given the product [F:41][C:42]1[CH:47]=[CH:46][C:45]([F:48])=[CH:44][C:43]=1[C:49]1[S:53][C:52]([CH2:60][O:61][CH2:62][C:63]#[N:64])([C:54]2[CH:59]=[CH:58][CH:57]=[CH:56][CH:55]=2)[N:51]([C:28](=[O:30])[C@@H:27]([O:26][CH3:25])[CH3:31])[N:50]=1, predict the reactants needed to synthesize it. The reactants are: CN(C(ON1N=NC2C=CC=NC1=2)=[N+](C)C)C.F[P-](F)(F)(F)(F)F.[CH3:25][O:26][C@@H:27]([CH3:31])[C:28]([OH:30])=O.CCN(C(C)C)C(C)C.[F:41][C:42]1[CH:47]=[CH:46][C:45]([F:48])=[CH:44][C:43]=1[C:49]1[S:53][C:52]([CH2:60][O:61][CH2:62][C:63]#[N:64])([C:54]2[CH:59]=[CH:58][CH:57]=[CH:56][CH:55]=2)[NH:51][N:50]=1. (3) Given the product [Cl:1][C:2]1[N:7]=[CH:6][C:5]([C:8]([NH:21][C:20](=[O:18])[CH3:19])([CH3:10])[CH3:9])=[CH:4][CH:3]=1, predict the reactants needed to synthesize it. The reactants are: [Cl:1][C:2]1[N:7]=[CH:6][C:5]([C:8](O)([CH3:10])[CH3:9])=[CH:4][CH:3]=1.S(=O)(=O)(O)O.[NH4+].[OH-:18].[CH3:19][C:20]#[N:21]. (4) Given the product [ClH:25].[F:15][C:11]1[CH:12]=[C:13]2[C:8](=[CH:9][CH:10]=1)[CH:7]=[N:6][C:5]([C:3]([OH:4])=[O:2])=[CH:14]2, predict the reactants needed to synthesize it. The reactants are: C[O:2][C:3]([C:5]1[N:6]=[CH:7][C:8]2[C:13]([CH:14]=1)=[CH:12][C:11]([F:15])=[CH:10][CH:9]=2)=[O:4].O[Li].O.COC(C)(C)C.[ClH:25]. (5) Given the product [ClH:1].[CH3:22][N:21]([CH2:20][CH2:19][CH:14]1[CH2:13][CH2:12][C:11]2[C:16](=[CH:17][CH:18]=[C:9]([O:8][CH2:7][C:6]3[CH:24]=[CH:25][C:3]([C:29]4[CH:30]=[CH:31][C:26]([O:35][CH3:33])=[CH:27][CH:28]=4)=[CH:4][CH:5]=3)[CH:10]=2)[CH2:15]1)[CH3:23], predict the reactants needed to synthesize it. The reactants are: [ClH:1].Br[C:3]1[CH:25]=[CH:24][C:6]([CH2:7][O:8][C:9]2[CH:10]=[C:11]3[C:16](=[CH:17][CH:18]=2)[CH2:15][CH:14]([CH2:19][CH2:20][N:21]([CH3:23])[CH3:22])[CH2:13][CH2:12]3)=[CH:5][CH:4]=1.[C:26]1(C)[CH:31]=[CH:30][CH:29]=[CH:28][CH:27]=1.[CH2:33]([OH:35])C.C(=O)([O-])[O-].[Na+].[Na+]. (6) Given the product [Cl:43][C:41]1[CH:40]=[C:39]([CH:44]([NH:47][C:12]([CH:10]2[CH2:9][N:8]([C:6]3[C:5]([Cl:15])=[CH:4][N:3]=[C:2]([Cl:1])[N:7]=3)[CH2:11]2)=[O:14])[CH2:45][OH:46])[CH:38]=[CH:37][CH:42]=1, predict the reactants needed to synthesize it. The reactants are: [Cl:1][C:2]1[N:7]=[C:6]([N:8]2[CH2:11][CH:10]([C:12]([OH:14])=O)[CH2:9]2)[C:5]([Cl:15])=[CH:4][N:3]=1.CCN=C=NCCCN(C)C.C1C=CC2N(O)N=NC=2C=1.[CH:37]1[CH:42]=[C:41]([Cl:43])[CH:40]=[C:39]([C@H:44]([NH2:47])[CH2:45][OH:46])[CH:38]=1.C(N(CC)CC)C.